This data is from NCI-60 drug combinations with 297,098 pairs across 59 cell lines. The task is: Regression. Given two drug SMILES strings and cell line genomic features, predict the synergy score measuring deviation from expected non-interaction effect. (1) Drug 2: C1CNP(=O)(OC1)N(CCCl)CCCl. Cell line: SW-620. Drug 1: C1=NC2=C(N=C(N=C2N1C3C(C(C(O3)CO)O)F)Cl)N. Synergy scores: CSS=1.36, Synergy_ZIP=-0.425, Synergy_Bliss=-0.357, Synergy_Loewe=-6.37, Synergy_HSA=-0.817. (2) Drug 1: C1CC(C1)(C(=O)O)C(=O)O.[NH2-].[NH2-].[Pt+2]. Drug 2: CC1CCC2CC(C(=CC=CC=CC(CC(C(=O)C(C(C(=CC(C(=O)CC(OC(=O)C3CCCCN3C(=O)C(=O)C1(O2)O)C(C)CC4CCC(C(C4)OC)O)C)C)O)OC)C)C)C)OC. Cell line: SK-OV-3. Synergy scores: CSS=12.6, Synergy_ZIP=-1.29, Synergy_Bliss=2.10, Synergy_Loewe=-29.5, Synergy_HSA=0.358. (3) Drug 1: CC1=CC2C(CCC3(C2CCC3(C(=O)C)OC(=O)C)C)C4(C1=CC(=O)CC4)C. Drug 2: C1=CN(C(=O)N=C1N)C2C(C(C(O2)CO)O)O.Cl. Cell line: MCF7. Synergy scores: CSS=12.4, Synergy_ZIP=-3.77, Synergy_Bliss=-3.89, Synergy_Loewe=-76.8, Synergy_HSA=-13.4. (4) Drug 1: CN(C(=O)NC(C=O)C(C(C(CO)O)O)O)N=O. Drug 2: CC(C)NC(=O)C1=CC=C(C=C1)CNNC.Cl. Cell line: CCRF-CEM. Synergy scores: CSS=7.10, Synergy_ZIP=-2.39, Synergy_Bliss=-2.76, Synergy_Loewe=1.95, Synergy_HSA=0.168. (5) Drug 1: CC(C)(C#N)C1=CC(=CC(=C1)CN2C=NC=N2)C(C)(C)C#N. Drug 2: CN(C(=O)NC(C=O)C(C(C(CO)O)O)O)N=O. Cell line: HOP-62. Synergy scores: CSS=-6.80, Synergy_ZIP=6.45, Synergy_Bliss=5.63, Synergy_Loewe=-5.35, Synergy_HSA=-6.24. (6) Synergy scores: CSS=19.6, Synergy_ZIP=-3.18, Synergy_Bliss=-8.08, Synergy_Loewe=-9.68, Synergy_HSA=-8.15. Drug 2: CCC(=C(C1=CC=CC=C1)C2=CC=C(C=C2)OCCN(C)C)C3=CC=CC=C3.C(C(=O)O)C(CC(=O)O)(C(=O)O)O. Drug 1: C1=CC(=CC=C1CCCC(=O)O)N(CCCl)CCCl. Cell line: U251. (7) Synergy scores: CSS=2.47, Synergy_ZIP=-0.485, Synergy_Bliss=0.882, Synergy_Loewe=0.0230, Synergy_HSA=0.0224. Cell line: UACC62. Drug 2: B(C(CC(C)C)NC(=O)C(CC1=CC=CC=C1)NC(=O)C2=NC=CN=C2)(O)O. Drug 1: C1CC(=O)NC(=O)C1N2CC3=C(C2=O)C=CC=C3N.